From a dataset of Forward reaction prediction with 1.9M reactions from USPTO patents (1976-2016). Predict the product of the given reaction. (1) Given the reactants C([N:8]1[CH2:16][C@H:14]([OH:15])[CH2:13][C@H:9]1[C:10]([OH:12])=[O:11])(OC(C)(C)C)=O.[CH:17]([N:20](CC)[CH:21](C)C)(C)C.[ClH:26].CNC, predict the reaction product. The product is: [CH2:13]1[C@@H:9]([C:10]([OH:12])=[O:11])[NH:8][CH2:16][C@@H:14]1[OH:15].[ClH:26].[CH3:17][N-:20][CH3:21]. (2) The product is: [F:41][C:19]1[CH:18]=[C:17]2[C:22]([C:23](=[O:24])[N:14]([CH2:13][C:10]3[CH:11]=[CH:12][C:7]([C:6]([OH:5])=[O:37])=[CH:8][CH:9]=3)[CH:15]=[N:16]2)=[CH:21][C:20]=1[NH:25][C:26](=[O:36])[CH2:27][C:28]1[CH:33]=[CH:32][CH:31]=[C:30]([O:34][CH3:35])[CH:29]=1. Given the reactants C([O:5][C:6](=[O:37])[C:7]1[CH:12]=[CH:11][C:10]([CH2:13][N:14]2[C:23](=[O:24])[C:22]3[C:17](=[CH:18][CH:19]=[C:20]([NH:25][C:26](=[O:36])[CH2:27][C:28]4[CH:33]=[CH:32][CH:31]=[C:30]([O:34][CH3:35])[CH:29]=4)[CH:21]=3)[N:16]=[CH:15]2)=[CH:9][CH:8]=1)(C)(C)C.C(O)(C(F)(F)[F:41])=O, predict the reaction product. (3) Given the reactants I[C:2]1[CH:3]=[N:4][N:5]([CH3:9])[C:6]=1[CH:7]=[O:8].[C:10]([C:12]1[CH:17]=[CH:16][C:15]([S:18]([OH:21])(=O)=[O:19])=[CH:14][CH:13]=1)#[CH:11].C([N:24](CC)CC)C, predict the reaction product. The product is: [CH:7]([C:6]1[N:5]([CH3:9])[N:4]=[CH:3][C:2]=1[C:11]#[C:10][C:12]1[CH:17]=[CH:16][C:15]([S:18]([NH2:24])(=[O:21])=[O:19])=[CH:14][CH:13]=1)=[O:8]. (4) Given the reactants Cl[C:2]1[C:11]2[C:6](=[CH:7][C:8]([O:12][CH3:13])=[CH:9][CH:10]=2)[CH:5]=[C:4]([NH:14][C:15]2[CH:19]=[CH:18][NH:17][N:16]=2)[N:3]=1.[Cl:20][C:21]1[CH:26]=[CH:25][C:24]([OH:27])=[CH:23][CH:22]=1, predict the reaction product. The product is: [Cl:20][C:21]1[CH:26]=[CH:25][C:24]([O:27][C:2]2[C:11]3[C:6](=[CH:7][C:8]([O:12][CH3:13])=[CH:9][CH:10]=3)[CH:5]=[C:4]([NH:14][C:15]3[CH:19]=[CH:18][NH:17][N:16]=3)[N:3]=2)=[CH:23][CH:22]=1. (5) Given the reactants [CH3:1][O:2][C:3]1[C:4]2[C:15]([C:16]3[CH:21]=[CH:20][CH:19]=[CH:18][CH:17]=3)=[C:14]([C:22]3[CH:27]=[CH:26][C:25]([C:28]4([NH:32][C:33](=[O:39])[O:34][C:35]([CH3:38])([CH3:37])[CH3:36])[CH2:31][CH2:30][CH2:29]4)=[CH:24][CH:23]=3)[O:13][C:5]=2[N:6]=[C:7](S(C)(=O)=O)[N:8]=1.[CH3:40][Mg]I, predict the reaction product. The product is: [CH3:1][O:2][C:3]1[C:4]2[C:15]([C:16]3[CH:21]=[CH:20][CH:19]=[CH:18][CH:17]=3)=[C:14]([C:22]3[CH:27]=[CH:26][C:25]([C:28]4([NH:32][C:33](=[O:39])[O:34][C:35]([CH3:38])([CH3:37])[CH3:36])[CH2:31][CH2:30][CH2:29]4)=[CH:24][CH:23]=3)[O:13][C:5]=2[N:6]=[C:7]([CH3:40])[N:8]=1. (6) Given the reactants [CH3:1][O:2][C:3]1[CH:8]=[CH:7][CH:6]=[CH:5][C:4]=1[S:9]([N:12]([CH3:31])[C:13]1[CH:14]=[CH:15][CH:16]=[C:17]2[C:21]=1[NH:20][C:19]([C:22]1[S:23][CH:24]([CH2:27][C:28]([OH:30])=O)[CH2:25][N:26]=1)=[CH:18]2)(=[O:11])=[O:10].[NH2:32][C:33]1[NH:37][N:36]=[N:35][N:34]=1.N1(O)C2C=CC=CC=2N=N1.Cl.CN(C)CCCN=C=NCC, predict the reaction product. The product is: [CH3:1][O:2][C:3]1[CH:8]=[CH:7][CH:6]=[CH:5][C:4]=1[S:9]([N:12]([CH3:31])[C:13]1[CH:14]=[CH:15][CH:16]=[C:17]2[C:21]=1[NH:20][C:19]([C:22]1[S:23][CH:24]([CH2:27][C:28]([NH:32][C:33]3[NH:37][N:36]=[N:35][N:34]=3)=[O:30])[CH2:25][N:26]=1)=[CH:18]2)(=[O:11])=[O:10].